Dataset: Full USPTO retrosynthesis dataset with 1.9M reactions from patents (1976-2016). Task: Predict the reactants needed to synthesize the given product. The reactants are: [CH2:1]([N+:5]([CH2:14][CH2:15][CH2:16][CH3:17])([CH2:10][CH2:11][CH2:12][CH3:13])[CH2:6][CH2:7][CH2:8][CH3:9])[CH2:2][CH2:3][CH3:4].Cl[CH2:19][CH2:20][CH2:21][CH2:22][S:23]([O-:26])(=[O:25])=[O:24].[C:27]1([O-:33])[CH:32]=[CH:31][CH:30]=[CH:29][CH:28]=1.[Na+]. Given the product [CH2:14]([N+:5]([CH2:1][CH2:2][CH2:3][CH3:4])([CH2:6][CH2:7][CH2:8][CH3:9])[CH2:10][CH2:11][CH2:12][CH3:13])[CH2:15][CH2:16][CH3:17].[O:33]([CH2:19][CH2:20][CH2:21][CH2:22][S:23]([O-:26])(=[O:25])=[O:24])[C:27]1[CH:32]=[CH:31][CH:30]=[CH:29][CH:28]=1, predict the reactants needed to synthesize it.